From a dataset of Full USPTO retrosynthesis dataset with 1.9M reactions from patents (1976-2016). Predict the reactants needed to synthesize the given product. (1) Given the product [C:21]([O:20][C:18](=[O:19])[N:15]([CH2:12][C:8]1[CH:7]=[CH:6][C:5]2[C:10](=[CH:11][C:2]([Br:1])=[CH:3][CH:4]=2)[N:9]=1)[CH3:14])([CH3:24])([CH3:23])[CH3:22], predict the reactants needed to synthesize it. The reactants are: [Br:1][C:2]1[CH:11]=[C:10]2[C:5]([CH:6]=[CH:7][C:8]([CH:12]=O)=[N:9]2)=[CH:4][CH:3]=1.[CH3:14][NH2:15].[BH4-].[Na+].[C:18](O[C:18]([O:20][C:21]([CH3:24])([CH3:23])[CH3:22])=[O:19])([O:20][C:21]([CH3:24])([CH3:23])[CH3:22])=[O:19]. (2) Given the product [CH:8]([O:11][C:12]1[N:17]=[CH:16][C:15]([O:18][C:19]2[CH:20]=[CH:21][C:22]([CH2:25][CH2:26][CH:27]([NH:29][C:40]([CH:37]3[CH2:39][CH2:38]3)=[O:41])[CH3:28])=[CH:23][CH:24]=2)=[CH:14][CH:13]=1)([CH3:10])[CH3:9], predict the reactants needed to synthesize it. The reactants are: FC(F)(F)C(O)=O.[CH:8]([O:11][C:12]1[N:17]=[CH:16][C:15]([O:18][C:19]2[CH:24]=[CH:23][C:22]([CH2:25][CH2:26][CH:27]([NH2:29])[CH3:28])=[CH:21][CH:20]=2)=[CH:14][CH:13]=1)([CH3:10])[CH3:9].C(N(CC)CC)C.[CH:37]1([C:40](Cl)=[O:41])[CH2:39][CH2:38]1.O. (3) Given the product [C:1]1([C:7]2[O:11][C:10]([C:12]([OH:19])=[O:13])=[CH:9][CH:8]=2)[CH:2]=[CH:3][CH:4]=[CH:5][CH:6]=1, predict the reactants needed to synthesize it. The reactants are: [C:1]1([C:7]2[O:11][C:10]([CH:12]=[O:13])=[CH:9][CH:8]=2)[CH:6]=[CH:5][CH:4]=[CH:3][CH:2]=1.CC(=CC)C.[OH:19]P([O-])(O)=O.[K+].[O-]Cl=O.[Na+].